Dataset: NCI-60 drug combinations with 297,098 pairs across 59 cell lines. Task: Regression. Given two drug SMILES strings and cell line genomic features, predict the synergy score measuring deviation from expected non-interaction effect. Drug 2: C1CN(CCN1C(=O)CCBr)C(=O)CCBr. Synergy scores: CSS=16.8, Synergy_ZIP=0.406, Synergy_Bliss=2.40, Synergy_Loewe=0.820, Synergy_HSA=1.33. Drug 1: CC1=C(N=C(N=C1N)C(CC(=O)N)NCC(C(=O)N)N)C(=O)NC(C(C2=CN=CN2)OC3C(C(C(C(O3)CO)O)O)OC4C(C(C(C(O4)CO)O)OC(=O)N)O)C(=O)NC(C)C(C(C)C(=O)NC(C(C)O)C(=O)NCCC5=NC(=CS5)C6=NC(=CS6)C(=O)NCCC[S+](C)C)O. Cell line: OVCAR3.